The task is: Predict the reaction yield, written as a fraction of the theoretical maximum amount of product (1.0 means a 100% yield; for example, 0.34 means a 34% yield).. This data is from Reaction yield outcomes from USPTO patents with 853,638 reactions. (1) The reactants are [NH:1]1[C:5]2=[N:6][CH:7]=[CH:8][CH:9]=[C:4]2[C:3]([C:10]([C:12]2[CH:13]=[N:14][C:15]([NH:18][CH2:19][C:20]3[CH:25]=[CH:24][C:23]([C:26]([F:29])([F:28])[F:27])=[CH:22][CH:21]=3)=[CH:16][CH:17]=2)=[O:11])=[CH:2]1.[BH4-].[Na+].O. The catalyst is CN(C)C=O.C(O)C. The product is [NH:1]1[C:5]2=[N:6][CH:7]=[CH:8][CH:9]=[C:4]2[C:3]([CH:10]([C:12]2[CH:13]=[N:14][C:15]([NH:18][CH2:19][C:20]3[CH:25]=[CH:24][C:23]([C:26]([F:27])([F:29])[F:28])=[CH:22][CH:21]=3)=[CH:16][CH:17]=2)[OH:11])=[CH:2]1. The yield is 0.300. (2) The reactants are [Cl:1][C:2]1[N:3]=[N:4][C:5](Cl)=[CH:6][CH:7]=1.[F:9][C:10]([F:25])([C:15]1[CH:16]=[C:17]2[C:22](=[CH:23][CH:24]=1)[N:21]=[CH:20][CH:19]=[CH:18]2)[C:11]([NH:13][NH2:14])=O. The catalyst is CCCCO. The product is [Cl:1][C:2]1[CH:7]=[CH:6][C:5]2[N:4]([C:11]([C:10]([F:25])([F:9])[C:15]3[CH:16]=[C:17]4[C:22](=[CH:23][CH:24]=3)[N:21]=[CH:20][CH:19]=[CH:18]4)=[N:13][N:14]=2)[N:3]=1. The yield is 0.530.